Predict which catalyst facilitates the given reaction. From a dataset of Catalyst prediction with 721,799 reactions and 888 catalyst types from USPTO. (1) Reactant: [CH3:1][N:2]1[C:6]([CH3:7])=[CH:5][C:4]([NH:8][C:9]2[C:14](=[O:15])[N:13]([CH3:16])[CH:12]=[C:11]([C:17]3[C:22]([CH:23]=[O:24])=[C:21]([N:25]4[CH:37]=[CH:36][C:35]5[N:34]6[C:29]([CH2:30][CH2:31][CH2:32][CH2:33]6)=[CH:28][C:27]=5[C:26]4=[O:38])[N:20]=[CH:19][CH:18]=3)[CH:10]=2)=[N:3]1.[BH4-].[Na+]. Product: [CH3:1][N:2]1[C:6]([CH3:7])=[CH:5][C:4]([NH:8][C:9]2[C:14](=[O:15])[N:13]([CH3:16])[CH:12]=[C:11]([C:17]3[CH:18]=[CH:19][N:20]=[C:21]([N:25]4[CH:37]=[CH:36][C:35]5[N:34]6[C:29]([CH2:30][CH2:31][CH2:32][CH2:33]6)=[CH:28][C:27]=5[C:26]4=[O:38])[C:22]=3[CH2:23][OH:24])[CH:10]=2)=[N:3]1. The catalyst class is: 5. (2) Reactant: [CH:1]([N:4]1[C:8]2[CH:9]=[CH:10][C:11]([N:13]3[CH:18]=[C:17]([C:19]([O:21][CH2:22][CH3:23])=[O:20])[C:16](=[O:24])[NH:15][C:14]3=[O:25])=[CH:12][C:7]=2[N:6]=[CH:5]1)([CH3:3])[CH3:2].Br[CH2:27][C:28]1[CH:33]=[CH:32][CH:31]=[C:30]([C:34]([F:37])([F:36])[F:35])[C:29]=1[Cl:38]. Product: [Cl:38][C:29]1[C:30]([C:34]([F:35])([F:36])[F:37])=[CH:31][CH:32]=[CH:33][C:28]=1[CH2:27][N:15]1[C:16](=[O:24])[C:17]([C:19]([O:21][CH2:22][CH3:23])=[O:20])=[CH:18][N:13]([C:11]2[CH:10]=[CH:9][C:8]3[N:4]([CH:1]([CH3:2])[CH3:3])[CH:5]=[N:6][C:7]=3[CH:12]=2)[C:14]1=[O:25]. The catalyst class is: 98. (3) Reactant: [CH3:1][N:2]1[CH2:7][CH2:6][C:5](=O)[CH2:4][CH2:3]1.Cl.[CH3:10][O:11][C:12]1[CH:19]=[C:18]([O:20][CH3:21])[CH:17]=[CH:16][C:13]=1[CH2:14][NH2:15].[SH:22][CH2:23][C:24](O)=[O:25].O. Product: [CH3:10][O:11][C:12]1[CH:19]=[C:18]([O:20][CH3:21])[CH:17]=[CH:16][C:13]=1[CH2:14][N:15]1[C:5]2([CH2:6][CH2:7][N:2]([CH3:1])[CH2:3][CH2:4]2)[S:22][CH2:23][C:24]1=[O:25]. The catalyst class is: 48.